This data is from Reaction yield outcomes from USPTO patents with 853,638 reactions. The task is: Predict the reaction yield, written as a fraction of the theoretical maximum amount of product (1.0 means a 100% yield; for example, 0.34 means a 34% yield). The reactants are [Cl:1][C:2]1[N:7]2[N:8]=[C:9]([C:21]3[CH:26]=[CH:25][C:24]([F:27])=[CH:23][CH:22]=3)[C:10]([C:11](=O)[C:12]#[C:13][C:14]3[CH:19]=[CH:18][CH:17]=[CH:16][CH:15]=3)=[C:6]2[CH:5]=[CH:4][CH:3]=1.Cl.[CH:29]1([NH:34][C:35]([NH2:37])=[NH:36])[CH2:33][CH2:32][CH2:31][CH2:30]1.C(=O)([O-])[O-].[K+].[K+]. The catalyst is CN(C)C=O.O.CCOCC. The product is [Cl:1][C:2]1[N:7]2[N:8]=[C:9]([C:21]3[CH:26]=[CH:25][C:24]([F:27])=[CH:23][CH:22]=3)[C:10]([C:11]3[CH:12]=[C:13]([C:14]4[CH:19]=[CH:18][CH:17]=[CH:16][CH:15]=4)[N:37]=[C:35]([NH:34][CH:29]4[CH2:33][CH2:32][CH2:31][CH2:30]4)[N:36]=3)=[C:6]2[CH:5]=[CH:4][CH:3]=1. The yield is 0.840.